Task: Regression. Given two drug SMILES strings and cell line genomic features, predict the synergy score measuring deviation from expected non-interaction effect.. Dataset: NCI-60 drug combinations with 297,098 pairs across 59 cell lines (1) Drug 1: C1=CN(C(=O)N=C1N)C2C(C(C(O2)CO)O)O.Cl. Drug 2: C#CCC(CC1=CN=C2C(=N1)C(=NC(=N2)N)N)C3=CC=C(C=C3)C(=O)NC(CCC(=O)O)C(=O)O. Cell line: HCT-15. Synergy scores: CSS=66.5, Synergy_ZIP=-1.72, Synergy_Bliss=-6.58, Synergy_Loewe=-20.6, Synergy_HSA=-7.17. (2) Drug 1: CC1=CC2C(CCC3(C2CCC3(C(=O)C)OC(=O)C)C)C4(C1=CC(=O)CC4)C. Drug 2: CCC1(C2=C(COC1=O)C(=O)N3CC4=CC5=C(C=CC(=C5CN(C)C)O)N=C4C3=C2)O.Cl. Cell line: NCI/ADR-RES. Synergy scores: CSS=-3.50, Synergy_ZIP=-1.20, Synergy_Bliss=-5.18, Synergy_Loewe=-9.32, Synergy_HSA=-6.05.